Dataset: Catalyst prediction with 721,799 reactions and 888 catalyst types from USPTO. Task: Predict which catalyst facilitates the given reaction. (1) Reactant: [Cl:1][C:2]1[CH:7]=[C:6]([N+:8]([O-])=O)[CH:5]=[C:4]([N+:11]([O-:13])=[O:12])[CH:3]=1.CCO. Product: [Cl:1][C:2]1[CH:7]=[C:6]([CH:5]=[C:4]([N+:11]([O-:13])=[O:12])[CH:3]=1)[NH2:8]. The catalyst class is: 13. (2) Reactant: [F:1][C:2]([F:48])([F:47])[C:3]1[CH:4]=[C:5]([CH:40]=[C:41]([C:43]([F:46])([F:45])[F:44])[CH:42]=1)[CH2:6][N:7]([CH2:23][C:24]1[C:25]([N:32]([CH2:36][CH:37]2[CH2:39][CH2:38]2)[CH2:33][CH2:34][CH3:35])=[N:26][C:27]([O:30][CH3:31])=[N:28][CH:29]=1)[C:8]1[N:13]=[CH:12][C:11]([O:14][CH2:15][CH2:16][CH2:17][C:18]([O:20]CC)=[O:19])=[CH:10][N:9]=1.[OH-].[Na+].C(O)(=O)CC(CC(O)=O)(C(O)=O)O. Product: [F:48][C:2]([F:1])([F:47])[C:3]1[CH:4]=[C:5]([CH:40]=[C:41]([C:43]([F:45])([F:46])[F:44])[CH:42]=1)[CH2:6][N:7]([CH2:23][C:24]1[C:25]([N:32]([CH2:36][CH:37]2[CH2:39][CH2:38]2)[CH2:33][CH2:34][CH3:35])=[N:26][C:27]([O:30][CH3:31])=[N:28][CH:29]=1)[C:8]1[N:9]=[CH:10][C:11]([O:14][CH2:15][CH2:16][CH2:17][C:18]([OH:20])=[O:19])=[CH:12][N:13]=1. The catalyst class is: 199. (3) Reactant: C(OC(=O)[NH:7][C@H:8]1[CH2:13][CH2:12][C@H:11]([CH2:14][O:15][C:16]2[CH:21]=[CH:20][CH:19]=[CH:18][CH:17]=2)[CH2:10][CH2:9]1)(C)(C)C.[F:23][C:24]([F:29])([F:28])[C:25]([OH:27])=[O:26]. Product: [F:23][C:24]([F:29])([F:28])[C:25]([OH:27])=[O:26].[O:15]([CH2:14][C@H:11]1[CH2:12][CH2:13][C@H:8]([NH2:7])[CH2:9][CH2:10]1)[C:16]1[CH:21]=[CH:20][CH:19]=[CH:18][CH:17]=1. The catalyst class is: 4. (4) Reactant: [CH3:1][C:2]([CH3:58])([CH3:57])[C@H:3]([N:43]1[CH2:47][CH2:46][N:45]([CH2:48][C:49]2[CH:54]=[CH:53][CH:52]=[C:51]([CH3:55])[N:50]=2)[C:44]1=[O:56])[C:4]([NH:6][C@@H:7]([CH2:36][C:37]1[CH:42]=[CH:41][CH:40]=[CH:39][CH:38]=1)[CH2:8][C@H:9]([OH:35])[C@@H:10]([NH:24]C(=O)OCC1C=CC=CC=1)[CH2:11][C:12]1[CH:17]=[CH:16][C:15]([C:18]2[CH:23]=[CH:22][N:21]=[CH:20][CH:19]=2)=[CH:14][CH:13]=1)=[O:5].Cl. Product: [NH2:24][C@@H:10]([CH2:11][C:12]1[CH:17]=[CH:16][C:15]([C:18]2[CH:19]=[CH:20][N:21]=[CH:22][CH:23]=2)=[CH:14][CH:13]=1)[C@@H:9]([OH:35])[CH2:8][C@@H:7]([NH:6][C:4](=[O:5])[C@@H:3]([N:43]1[CH2:47][CH2:46][N:45]([CH2:48][C:49]2[CH:54]=[CH:53][CH:52]=[C:51]([CH3:55])[N:50]=2)[C:44]1=[O:56])[C:2]([CH3:57])([CH3:1])[CH3:58])[CH2:36][C:37]1[CH:38]=[CH:39][CH:40]=[CH:41][CH:42]=1. The catalyst class is: 105. (5) Reactant: C([O:3][C:4]([C:6]1([NH:17][C:18]([O:20][C:21]([CH3:24])([CH3:23])[CH3:22])=[O:19])[CH2:9][N:8]([C:10]([O:12][C:13]([CH3:16])([CH3:15])[CH3:14])=[O:11])[CH2:7]1)=O)C.[Li+].[BH4-].Cl. Product: [C:13]([O:12][C:10]([N:8]1[CH2:9][C:6]([NH:17][C:18]([O:20][C:21]([CH3:24])([CH3:23])[CH3:22])=[O:19])([CH2:4][OH:3])[CH2:7]1)=[O:11])([CH3:15])([CH3:16])[CH3:14]. The catalyst class is: 20. (6) The catalyst class is: 11. Reactant: [Cl:1][C:2]1[CH:18]=[CH:17][C:5]([O:6][C:7]2[CH:12]=[CH:11][C:10]([S:13](Cl)(=O)=O)=[CH:9][CH:8]=2)=[CH:4][CH:3]=1.P(OC)(OC)O[CH3:21].CO.[OH-].[K+]. Product: [CH3:21][S:13][C:10]1[CH:11]=[CH:12][C:7]([O:6][C:5]2[CH:17]=[CH:18][C:2]([Cl:1])=[CH:3][CH:4]=2)=[CH:8][CH:9]=1.